This data is from Forward reaction prediction with 1.9M reactions from USPTO patents (1976-2016). The task is: Predict the product of the given reaction. (1) Given the reactants [O:1]=[S:2]1(=[O:24])[C:7]2[CH:8]=[CH:9][CH:10]=[CH:11][C:6]=2[CH2:5][CH:4]([CH2:12][N:13]([CH2:21][CH:22]=C)[C:14](=[O:20])[O:15][C:16]([CH3:19])([CH3:18])[CH3:17])[NH:3]1.I([O-])(=O)(=O)=[O:26].[Na+].[BH4-].[Na+].CC(C)=O, predict the reaction product. The product is: [O:1]=[S:2]1(=[O:24])[C:7]2[CH:8]=[CH:9][CH:10]=[CH:11][C:6]=2[CH2:5][CH:4]([CH2:12][N:13]([CH2:21][CH2:22][OH:26])[C:14](=[O:20])[O:15][C:16]([CH3:19])([CH3:18])[CH3:17])[NH:3]1. (2) Given the reactants [Br:1][C:2]1[CH:7]=[CH:6][C:5]([N:8]2[C:12](=[O:13])[NH:11][N:10]=[CH:9]2)=[C:4]([F:14])[CH:3]=1.[H-].[Na+].Br[CH2:18][CH2:19][NH:20][C:21](=[O:27])[O:22][C:23]([CH3:26])([CH3:25])[CH3:24], predict the reaction product. The product is: [Br:1][C:2]1[CH:7]=[CH:6][C:5]([N:8]2[C:12](=[O:13])[N:11]([CH2:18][CH2:19][NH:20][C:21](=[O:27])[O:22][C:23]([CH3:26])([CH3:25])[CH3:24])[N:10]=[CH:9]2)=[C:4]([F:14])[CH:3]=1.